This data is from NCI-60 drug combinations with 297,098 pairs across 59 cell lines. The task is: Regression. Given two drug SMILES strings and cell line genomic features, predict the synergy score measuring deviation from expected non-interaction effect. (1) Drug 1: CCCCCOC(=O)NC1=NC(=O)N(C=C1F)C2C(C(C(O2)C)O)O. Drug 2: CC1CCC2CC(C(=CC=CC=CC(CC(C(=O)C(C(C(=CC(C(=O)CC(OC(=O)C3CCCCN3C(=O)C(=O)C1(O2)O)C(C)CC4CCC(C(C4)OC)O)C)C)O)OC)C)C)C)OC. Cell line: UACC62. Synergy scores: CSS=5.69, Synergy_ZIP=-3.49, Synergy_Bliss=-2.44, Synergy_Loewe=-12.6, Synergy_HSA=-1.61. (2) Drug 1: CC(C)NC(=O)C1=CC=C(C=C1)CNNC.Cl. Drug 2: C1CCC(C(C1)N)N.C(=O)(C(=O)[O-])[O-].[Pt+4]. Cell line: A498. Synergy scores: CSS=18.3, Synergy_ZIP=-13.0, Synergy_Bliss=-14.8, Synergy_Loewe=-6.48, Synergy_HSA=-6.08.